This data is from Forward reaction prediction with 1.9M reactions from USPTO patents (1976-2016). The task is: Predict the product of the given reaction. (1) The product is: [ClH:30].[CH2:54]([N:53]([CH3:52])[C:38](=[O:39])[CH2:37][C@H:21]1[O:20][C@H:19]([C:15]2[CH:16]=[CH:17][CH:18]=[C:13]([O:12][CH2:11][CH2:10][CH2:9][NH:8][CH2:43][CH2:44][CH2:45][C:46]3[CH:47]=[CH:48][CH:49]=[CH:50][CH:51]=3)[C:14]=2[O:41][CH3:42])[C:25]2[CH:26]=[C:27]([Cl:30])[CH:28]=[CH:29][C:24]=2[N:23]([CH2:31][C:32]([CH3:35])([CH3:34])[CH3:33])[C:22]1=[O:36])[C:55]1[CH:60]=[CH:59][CH:58]=[CH:57][CH:56]=1. Given the reactants C(OC([N:8]([CH2:43][CH2:44][CH2:45][C:46]1[CH:51]=[CH:50][CH:49]=[CH:48][CH:47]=1)[CH2:9][CH2:10][CH2:11][O:12][C:13]1[C:14]([O:41][CH3:42])=[C:15]([C@@H:19]2[C:25]3[CH:26]=[C:27]([Cl:30])[CH:28]=[CH:29][C:24]=3[N:23]([CH2:31][C:32]([CH3:35])([CH3:34])[CH3:33])[C:22](=[O:36])[C@@H:21]([CH2:37][C:38](O)=[O:39])[O:20]2)[CH:16]=[CH:17][CH:18]=1)=O)(C)(C)C.[CH3:52][NH:53][CH2:54][C:55]1[CH:60]=[CH:59][CH:58]=[CH:57][CH:56]=1, predict the reaction product. (2) Given the reactants [CH2:1]([O:3][C:4](=[O:12])[CH2:5][C:6]1[CH:7]=[N:8][CH:9]=[CH:10][CH:11]=1)[CH3:2].C(O)(=O)[C@@H]([C@H](C(O)=O)O)O.[H][H].C([O-])(O)=O.[Na+].[OH-].[Na+], predict the reaction product. The product is: [CH2:1]([O:3][C:4](=[O:12])[CH2:5][CH:6]1[CH2:11][CH2:10][CH2:9][NH:8][CH2:7]1)[CH3:2]. (3) The product is: [C:14]([O:18][C:19]([N:21]1[CH2:26][CH2:25][C:24]([C:28]2[CH:33]=[CH:32][C:31]([Br:34])=[CH:30][CH:29]=2)([F:11])[CH2:23][CH2:22]1)=[O:20])([CH3:17])([CH3:16])[CH3:15]. Given the reactants COCCN(S(F)(F)[F:11])CCOC.[C:14]([O:18][C:19]([N:21]1[CH2:26][CH2:25][C:24]([C:28]2[CH:33]=[CH:32][C:31]([Br:34])=[CH:30][CH:29]=2)(O)[CH2:23][CH2:22]1)=[O:20])([CH3:17])([CH3:16])[CH3:15], predict the reaction product.